From a dataset of NCI-60 drug combinations with 297,098 pairs across 59 cell lines. Regression. Given two drug SMILES strings and cell line genomic features, predict the synergy score measuring deviation from expected non-interaction effect. (1) Synergy scores: CSS=2.07, Synergy_ZIP=-3.48, Synergy_Bliss=-8.28, Synergy_Loewe=-11.8, Synergy_HSA=-6.96. Drug 1: CNC(=O)C1=CC=CC=C1SC2=CC3=C(C=C2)C(=NN3)C=CC4=CC=CC=N4. Cell line: HL-60(TB). Drug 2: C1=CN(C=N1)CC(O)(P(=O)(O)O)P(=O)(O)O. (2) Cell line: HOP-92. Synergy scores: CSS=4.44, Synergy_ZIP=-2.09, Synergy_Bliss=1.71, Synergy_Loewe=-5.51, Synergy_HSA=-0.0735. Drug 1: C1CC(C1)(C(=O)O)C(=O)O.[NH2-].[NH2-].[Pt+2]. Drug 2: C(=O)(N)NO. (3) Cell line: UO-31. Drug 1: C1=CC(=CC=C1C#N)C(C2=CC=C(C=C2)C#N)N3C=NC=N3. Synergy scores: CSS=-2.43, Synergy_ZIP=1.83, Synergy_Bliss=1.55, Synergy_Loewe=-6.75, Synergy_HSA=-5.18. Drug 2: CC1=C2C(C(=O)C3(C(CC4C(C3C(C(C2(C)C)(CC1OC(=O)C(C(C5=CC=CC=C5)NC(=O)C6=CC=CC=C6)O)O)OC(=O)C7=CC=CC=C7)(CO4)OC(=O)C)O)C)OC(=O)C. (4) Drug 1: C1C(C(OC1N2C=C(C(=O)NC2=O)F)CO)O. Drug 2: CCCCC(=O)OCC(=O)C1(CC(C2=C(C1)C(=C3C(=C2O)C(=O)C4=C(C3=O)C=CC=C4OC)O)OC5CC(C(C(O5)C)O)NC(=O)C(F)(F)F)O. Cell line: HCC-2998. Synergy scores: CSS=67.8, Synergy_ZIP=-3.30, Synergy_Bliss=-4.89, Synergy_Loewe=-1.30, Synergy_HSA=-0.812. (5) Drug 1: C1CCN(CC1)CCOC2=CC=C(C=C2)C(=O)C3=C(SC4=C3C=CC(=C4)O)C5=CC=C(C=C5)O. Drug 2: C1CC(=O)NC(=O)C1N2C(=O)C3=CC=CC=C3C2=O. Cell line: SF-268. Synergy scores: CSS=5.35, Synergy_ZIP=-0.219, Synergy_Bliss=-0.204, Synergy_Loewe=-2.15, Synergy_HSA=-3.78. (6) Drug 1: C1=CC(=CC=C1CCC2=CNC3=C2C(=O)NC(=N3)N)C(=O)NC(CCC(=O)O)C(=O)O. Drug 2: N.N.Cl[Pt+2]Cl. Cell line: SF-539. Synergy scores: CSS=35.3, Synergy_ZIP=2.85, Synergy_Bliss=0.863, Synergy_Loewe=-20.4, Synergy_HSA=1.35. (7) Drug 1: CC1=C2C(C(=O)C3(C(CC4C(C3C(C(C2(C)C)(CC1OC(=O)C(C(C5=CC=CC=C5)NC(=O)OC(C)(C)C)O)O)OC(=O)C6=CC=CC=C6)(CO4)OC(=O)C)OC)C)OC. Drug 2: CC=C1C(=O)NC(C(=O)OC2CC(=O)NC(C(=O)NC(CSSCCC=C2)C(=O)N1)C(C)C)C(C)C. Cell line: SF-295. Synergy scores: CSS=44.9, Synergy_ZIP=-3.47, Synergy_Bliss=-6.10, Synergy_Loewe=-7.15, Synergy_HSA=-4.56. (8) Drug 1: C1=NC2=C(N1)C(=S)N=C(N2)N. Drug 2: CC1C(C(=O)NC(C(=O)N2CCCC2C(=O)N(CC(=O)N(C(C(=O)O1)C(C)C)C)C)C(C)C)NC(=O)C3=C4C(=C(C=C3)C)OC5=C(C(=O)C(=C(C5=N4)C(=O)NC6C(OC(=O)C(N(C(=O)CN(C(=O)C7CCCN7C(=O)C(NC6=O)C(C)C)C)C)C(C)C)C)N)C. Cell line: UACC-257. Synergy scores: CSS=23.7, Synergy_ZIP=0.393, Synergy_Bliss=-0.0906, Synergy_Loewe=-0.448, Synergy_HSA=-0.461.